Dataset: Full USPTO retrosynthesis dataset with 1.9M reactions from patents (1976-2016). Task: Predict the reactants needed to synthesize the given product. (1) Given the product [CH3:17][N:18]1[CH:22]=[C:21]([C:2]2[CH:7]=[C:6]([O:8][C:9]3[CH:10]=[CH:11][C:12]([NH2:15])=[N:13][CH:14]=3)[CH:5]=[CH:4][N:3]=2)[CH:20]=[N:19]1, predict the reactants needed to synthesize it. The reactants are: Cl[C:2]1[CH:7]=[C:6]([O:8][C:9]2[CH:10]=[CH:11][C:12]([NH2:15])=[N:13][CH:14]=2)[CH:5]=[CH:4][N:3]=1.O.[CH3:17][N:18]1[CH:22]=[C:21](B2OC(C)(C)C(C)(C)O2)[CH:20]=[N:19]1.C(=O)([O-])[O-].[Cs+].[Cs+]. (2) Given the product [Br:1][C:2]1[CH:3]=[CH:4][C:5]2[N:9]=[C:8]([CH2:10][N:11]([CH3:12])[CH3:13])[N:7]([CH2:18][O:19][CH2:20][CH2:21][Si:22]([CH3:25])([CH3:24])[CH3:23])[C:6]=2[CH:14]=1, predict the reactants needed to synthesize it. The reactants are: [Br:1][C:2]1[CH:3]=[CH:4][C:5]2[N:9]=[C:8]([CH2:10][N:11]([CH3:13])[CH3:12])[NH:7][C:6]=2[CH:14]=1.[H-].[Na+].Cl[CH2:18][O:19][CH2:20][CH2:21][Si:22]([CH3:25])([CH3:24])[CH3:23].O. (3) Given the product [Cl:1][C:2]1[N:3]=[C:4]([N:13]2[CH2:14][CH2:15][O:16][CH2:17][CH2:18]2)[C:5]2[O:10][C:9]([CH2:11][N:19]3[CH2:24][CH2:23][CH:22]([C:25]([OH:28])([CH3:27])[CH3:26])[CH2:21][CH2:20]3)=[CH:8][C:6]=2[N:7]=1, predict the reactants needed to synthesize it. The reactants are: [Cl:1][C:2]1[N:3]=[C:4]([N:13]2[CH2:18][CH2:17][O:16][CH2:15][CH2:14]2)[C:5]2[O:10][C:9]([CH:11]=O)=[CH:8][C:6]=2[N:7]=1.[NH:19]1[CH2:24][CH2:23][CH:22]([C:25]([OH:28])([CH3:27])[CH3:26])[CH2:21][CH2:20]1.C(O[BH-](OC(=O)C)OC(=O)C)(=O)C.[Na+]. (4) Given the product [C:1]([C:3]1[CH:4]=[C:5]([C:9]2[C@:10]3([CH2:26][CH2:25][C@H:24]4[C@@H:15]([CH2:16][CH2:17][C:18]5[CH:19]=[C:20]([C:27]([OH:29])=[O:28])[CH:21]=[CH:22][C:23]=54)[C@@H:12]3[CH2:13][CH:14]=2)[CH3:11])[CH:6]=[N:7][CH:8]=1)#[N:2], predict the reactants needed to synthesize it. The reactants are: [C:1]([C:3]1[CH:4]=[C:5]([C:9]2[C@:10]3([CH2:26][CH2:25][C@H:24]4[C@@H:15]([CH2:16][CH2:17][C:18]5[CH:19]=[C:20]([C:27]([O:29]C)=[O:28])[CH:21]=[CH:22][C:23]=54)[C@@H:12]3[CH2:13][CH:14]=2)[CH3:11])[CH:6]=[N:7][CH:8]=1)#[N:2].[OH-].[Li+]. (5) Given the product [Na+:1].[CH3:32][C:31]1[O:30][C:29]([C:33]2[CH:34]=[CH:35][CH:36]=[CH:37][CH:38]=2)=[N:28][C:27]=1[CH2:26][O:3][C:4]1[CH:9]=[CH:8][C:7]([S:10]([O-:13])(=[O:11])=[O:12])=[CH:6][CH:5]=1, predict the reactants needed to synthesize it. The reactants are: [Na+:1].[Na+:1].[OH:3][C:4]1[CH:9]=[CH:8][C:7]([S:10]([O-:13])(=[O:12])=[O:11])=[CH:6][CH:5]=1.[OH:3][C:4]1[CH:9]=[CH:8][C:7]([S:10]([O-:13])(=[O:11])=[O:12])=[CH:6][CH:5]=1.Cl[CH2:26][C:27]1[N:28]=[C:29]([C:33]2[CH:38]=[CH:37][CH:36]=[CH:35][CH:34]=2)[O:30][C:31]=1[CH3:32].